This data is from Reaction yield outcomes from USPTO patents with 853,638 reactions. The task is: Predict the reaction yield, written as a fraction of the theoretical maximum amount of product (1.0 means a 100% yield; for example, 0.34 means a 34% yield). (1) The reactants are [F:1][C:2]1[C:7]2[O:8][CH2:9][O:10][C:6]=2[CH:5]=[C:4]([CH2:11]O)[CH:3]=1.C([O-])(O)=O.[Na+].O=S(Cl)[Cl:20]. No catalyst specified. The product is [Cl:20][CH2:11][C:4]1[CH:3]=[C:2]([F:1])[C:7]2[O:8][CH2:9][O:10][C:6]=2[CH:5]=1. The yield is 0.920. (2) The reactants are P([O-])(O)(O)=O.[Na+].Cl([O-])=O.[Na+].[OH:11]O.[CH3:13][O:14][C:15]1[C:16]([CH3:44])=[C:17]([C:35]([O:42][CH3:43])=[C:36]([O:40][CH3:41])[C:37]=1[O:38][CH3:39])[CH2:18][C:19]1[C:20]([O:27][CH2:28][C:29]2[CH:34]=[CH:33][CH:32]=[CH:31][CH:30]=2)=[C:21]([CH:24]=[CH:25][CH:26]=1)[CH:22]=[O:23]. The catalyst is O.C(#N)C. The product is [CH3:13][O:14][C:15]1[C:16]([CH3:44])=[C:17]([C:35]([O:42][CH3:43])=[C:36]([O:40][CH3:41])[C:37]=1[O:38][CH3:39])[CH2:18][C:19]1[C:20]([O:27][CH2:28][C:29]2[CH:34]=[CH:33][CH:32]=[CH:31][CH:30]=2)=[C:21]([CH:24]=[CH:25][CH:26]=1)[C:22]([OH:11])=[O:23]. The yield is 0.980. (3) The reactants are C[N:2]1[CH2:7][CH2:6][CH:5]([CH2:8][CH2:9]CCOC2C=C(C=CC=2)C=O)[CH2:4][CH2:3]1.[CH3:21][N:22]1[CH2:27][CH2:26][CH:25]([CH2:28][CH2:29][CH2:30][CH2:31][O:32][C:33]2[CH:34]=[C:35]([CH:38]=[CH:39][CH:40]=2)[C:36]#[N:37])[CH2:24][CH2:23]1.[CH3:41]C(C[AlH]CC(C)C)C.OS(O)(=O)=O.[OH-].[Na+].C(C(C(C([O-])=O)O)O)([O-])=O.[K+].[Na+].[CH2:69]([Cl:71])Cl. The catalyst is C1(C)C=CC=CC=1.CO. The product is [Cl:71][C:69]1[CH:3]=[CH:4][C:5]([C:6]2[N:37]=[C:36]([C:35]3[CH:34]=[C:33]([CH:40]=[CH:39][CH:38]=3)[O:32][CH2:31][CH2:30][CH2:29][CH2:28][CH:25]3[CH2:24][CH2:23][N:22]([CH3:21])[CH2:27][CH2:26]3)[NH:2][C:7]=2[CH3:41])=[CH:8][CH:9]=1. The yield is 0.660. (4) No catalyst specified. The yield is 0.425. The reactants are [CH3:1][C:2]1[O:3][C:4]([CH3:9])=[C:5]([CH3:8])[C:6]=1[CH3:7].CC(=[O:13])C. The product is [CH3:7][CH:6]([CH:5]([CH3:8])[C:4](=[O:3])[CH3:9])[C:2](=[O:13])[CH3:1]. (5) The reactants are [NH2:1][C:2]1[CH:7]=[CH:6][N:5]=[CH:4][CH:3]=1.[Cl:8][CH2:9][CH2:10][N:11]=[C:12]=[O:13].[N-]=C=O. The catalyst is C1COCC1. The product is [Cl:8][CH2:9][CH2:10][NH:11][C:12]([NH:1][C:2]1[CH:7]=[CH:6][N:5]=[CH:4][CH:3]=1)=[O:13]. The yield is 1.00. (6) The reactants are O[CH2:2][C:3]1[CH:4]=[C:5]([C:14]([O:16][CH2:17][CH3:18])=[O:15])[CH:6]=[C:7]([CH:13]=1)[C:8]([O:10][CH2:11][CH3:12])=[O:9].C1(P(C2C=CC=CC=2)C2C=CC=CC=2)C=CC=CC=1.[S:38]1C=CC=C1CC(O)=O.[CH3:47][CH:48]([O:50]C(/N=N/C(OC(C)C)=O)=O)C. The catalyst is C1COCC1. The product is [C:48]([S:38][CH2:2][C:3]1[CH:4]=[C:5]([C:14]([O:16][CH2:17][CH3:18])=[O:15])[CH:6]=[C:7]([CH:13]=1)[C:8]([O:10][CH2:11][CH3:12])=[O:9])(=[O:50])[CH3:47]. The yield is 0.950.